From a dataset of Choline transporter screen with 302,306 compounds. Binary Classification. Given a drug SMILES string, predict its activity (active/inactive) in a high-throughput screening assay against a specified biological target. The compound is Clc1c(NC(=O)c2ccc(S(=O)(=O)N3CCOCC3)cc2)cccc1. The result is 0 (inactive).